From a dataset of Forward reaction prediction with 1.9M reactions from USPTO patents (1976-2016). Predict the product of the given reaction. (1) Given the reactants CC([O-])(C)C.[Na+].C([C:9]1([NH:13][C:14](=[O:23])[C:15]2[CH:20]=[CH:19][C:18]([O:21][CH3:22])=[CH:17][CH:16]=2)[CH2:12][CH2:11][CH2:10]1)#N.C(OC)(C)(C)C.C([O-])(O)=O.[Na+], predict the reaction product. The product is: [C:9]1([NH:13][C:14](=[O:23])[C:15]2[CH:20]=[CH:19][C:18]([O:21][CH3:22])=[CH:17][CH:16]=2)[CH2:12][CH2:11][CH:10]=1. (2) Given the reactants Br[C:2]1[CH:3]=[C:4]([CH:24]=[C:25]([Cl:27])[CH:26]=1)[O:5][C:6]1[C:7](=[O:23])[N:8]([CH2:13][C:14]2[C:22]3[C:17](=[N:18][CH:19]=[CH:20][CH:21]=3)[NH:16][N:15]=2)[CH:9]=[CH:10][C:11]=1[CH3:12].[CH3:28][N:29](C=O)C, predict the reaction product. The product is: [Cl:27][C:25]1[CH:26]=[C:2]([CH:3]=[C:4]([O:5][C:6]2[C:7](=[O:23])[N:8]([CH2:13][C:14]3[C:22]4[C:17](=[N:18][CH:19]=[CH:20][CH:21]=4)[NH:16][N:15]=3)[CH:9]=[CH:10][C:11]=2[CH3:12])[CH:24]=1)[C:28]#[N:29]. (3) Given the reactants C(OC([N:8]1[CH2:13][CH2:12][CH:11]([N:14]2[CH:18]=[C:17]([C:19]3[CH:20]=[N:21][CH:22]=[C:23]([C:25]4[C:34]5[C:29](=[N:30][CH:31]=[CH:32][CH:33]=5)[N:28]=[C:27]([C:35]5[CH:40]=[C:39]([Cl:41])[CH:38]=[CH:37][C:36]=5[F:42])[CH:26]=4)[CH:24]=3)[CH:16]=[N:15]2)[CH2:10][CH2:9]1)=O)(C)(C)C, predict the reaction product. The product is: [ClH:41].[ClH:41].[Cl:41][C:39]1[CH:38]=[CH:37][C:36]([F:42])=[C:35]([C:27]2[CH:26]=[C:25]([C:23]3[CH:22]=[N:21][CH:20]=[C:19]([C:17]4[CH:16]=[N:15][N:14]([CH:11]5[CH2:10][CH2:9][NH:8][CH2:13][CH2:12]5)[CH:18]=4)[CH:24]=3)[C:34]3[C:29](=[N:30][CH:31]=[CH:32][CH:33]=3)[N:28]=2)[CH:40]=1. (4) The product is: [Cl:24][C:5]1[C:4]([CH2:11][C:12]([OH:14])=[O:13])=[C:3]([O:2][CH3:1])[C:8]([O:9][CH3:10])=[CH:7][CH:6]=1. Given the reactants [CH3:1][O:2][C:3]1[C:8]([O:9][CH3:10])=[CH:7][CH:6]=[CH:5][C:4]=1[CH2:11][C:12]([OH:14])=[O:13].C(#N)C.OOS([O-])=O.[K+].[Cl-:24].[K+], predict the reaction product.